Dataset: Reaction yield outcomes from USPTO patents with 853,638 reactions. Task: Predict the reaction yield, written as a fraction of the theoretical maximum amount of product (1.0 means a 100% yield; for example, 0.34 means a 34% yield). (1) The reactants are F[C:2]1[CH:7]=[CH:6][C:5]([C:8](=[O:14])[CH2:9][CH2:10][C:11]([OH:13])=[O:12])=[CH:4][CH:3]=1.[C:15]1([SH:21])[CH:20]=[CH:19][CH:18]=[CH:17][CH:16]=1.C(=O)([O-])[O-].[K+].[K+].CS(C)=O. The catalyst is O. The product is [O:14]=[C:8]([C:5]1[CH:6]=[CH:7][C:2]([S:21][C:15]2[CH:20]=[CH:19][CH:18]=[CH:17][CH:16]=2)=[CH:3][CH:4]=1)[CH2:9][CH2:10][C:11]([OH:13])=[O:12]. The yield is 0.755. (2) The reactants are [CH2:1]([N:8]1[C:16]2[C:11](=[CH:12][CH:13]=[CH:14][C:15]=2[C:17]2[CH:22]=[CH:21][C:20]([F:23])=[C:19]([Cl:24])[CH:18]=2)[C:10]([C:25](=[O:31])[C:26]([O:28]CC)=[O:27])=[CH:9]1)[C:2]1[CH:7]=[CH:6][CH:5]=[CH:4][CH:3]=1.[OH-].[K+].CCCCCC. The catalyst is C1COCC1.O. The product is [CH2:1]([N:8]1[C:16]2[C:11](=[CH:12][CH:13]=[CH:14][C:15]=2[C:17]2[CH:22]=[CH:21][C:20]([F:23])=[C:19]([Cl:24])[CH:18]=2)[C:10]([C:25](=[O:31])[C:26]([OH:28])=[O:27])=[CH:9]1)[C:2]1[CH:7]=[CH:6][CH:5]=[CH:4][CH:3]=1. The yield is 0.640. (3) The reactants are IC1[CH:3]=[C:4]([O:21][C:22]([F:25])([F:24])[F:23])[CH:5]=[C:6]2[C:11]=1[O:10][CH:9]([C:12]([F:15])([F:14])[F:13])[C:8]([C:16]([O:18][CH2:19][CH3:20])=[O:17])=[CH:7]2.[CH:26]#[C:27][CH2:28][CH2:29][CH3:30].[CH2:31](Cl)Cl. The catalyst is C1(C)C=CC=CC=1.[Cl-].[Na+].O.[Cu]I.C1C=CC(P(C2C=CC=CC=2)[C-]2C=CC=C2)=CC=1.C1C=CC(P(C2C=CC=CC=2)[C-]2C=CC=C2)=CC=1.Cl[Pd]Cl.[Fe+2]. The product is [C:27]([C:26]1[CH:3]=[C:4]([O:21][C:22]([F:25])([F:23])[F:24])[CH:5]=[C:6]2[C:11]=1[O:10][CH:9]([C:12]([F:13])([F:14])[F:15])[C:8]([C:16]([O:18][CH2:19][CH3:20])=[O:17])=[CH:7]2)#[C:28][CH2:29][CH2:30][CH3:31]. The yield is 0.930.